Task: Binary Classification. Given a miRNA mature sequence and a target amino acid sequence, predict their likelihood of interaction.. Dataset: Experimentally validated miRNA-target interactions with 360,000+ pairs, plus equal number of negative samples (1) The miRNA is hsa-miR-34a-5p with sequence UGGCAGUGUCUUAGCUGGUUGU. The protein sequence of the target gene is MGDTSEDASIHRLEGTDLDCQVGGLICKSKSAASEQHVFKAPAPRPSLLGLDLLASLKRREREEKDDGEDKKKSKVSSYKDWEESKDDQKDAEEEGGDQAGQNIRKDRHYRSARVETPSHPGGVSEEFWERSRQRERERREHGVYASSKEEKDWKKEKSRDRDYDRKRDRDERDRSRHSSRSERDGGSERSSRRNEPESPRHRPKDAATPSRSTWEEEDSGYGSSRRSQWESPSPTPSYRDSERSHRLSTRDRDRSVRGKYSDDTPLPTPSYKYNEWADDRRHLGSTPRLSRGRGRREEG.... Result: 1 (interaction). (2) The miRNA is mmu-miR-339-5p with sequence UCCCUGUCCUCCAGGAGCUCACG. The protein sequence of the target gene is MAPGLRGLPRCGLWLLLAHHLFMVTACRDPDYGTLIQELCLSRFKENMETIGKTLWCDWGKTIQSYGELTYCTKHVAHTIGCFWPNPEVDRFFIAVHHRYFSKCPISGRALRDPPNSILCPFIALPITVTLLMTALVVWRSKRTEGIV. Result: 1 (interaction). (3) The miRNA is hsa-miR-17-3p with sequence ACUGCAGUGAAGGCACUUGUAG. The protein sequence of the target gene is MSVNTDELRHQVMINQFVLAAGCAADQAQQLLQAAHWQFETALSTFFQESNIPNSHHHPQMMCTPSNTPATPPNFPDALAMFSKLRTSEGLQSSSSSPMAAVACSPPANFSPFWAASPPNHQVPWIPPSSPNTFHLHCPQPTWPPGASQGGAPQKAMAAMDGQR. Result: 0 (no interaction). (4) The miRNA is hsa-miR-4763-3p with sequence AGGCAGGGGCUGGUGCUGGGCGGG. The protein sequence of the target gene is MGLARALRRLSGALDSGDSRAGDEEEAGPGLCRNGWAPAPVQSPVGRRRGRFVKKDGHCNVRFVNLGGQGARYLSDLFTTCVDVRWRWMCLLFSCSFLASWLLFGLAFWLIASLHGDLAAPPPPAPCFSHVASFLAAFLFALETQTSIGYGVRSVTEECPAAVAAVVLQCIAGCVLDAFVVGAVMAKMAKPKKRNETLVFSENAVVALRDHRLCLMWRVGNLRRSHLVEAHVRAQLLQPRVTPEGEYIPLDHQDVDVGFDGGTDRIFLVSPITIVHEIDSASPLYELGRAELARADFELV.... Result: 0 (no interaction). (5) The miRNA is mmu-miR-669p-5p with sequence AGUUGUGUGUGCAUGUUCAUGUCU. The protein sequence of the target gene is MKFPASVIASVFLFVAETAAALYLSSTYRSAGDRMWQVLTLLFSLMPCALVQFTLLFVHRDLSRDRPLALLMHLLQLGPLYRCCEVFCIYCQSDQNEEPYVSITKKRQMPKDGLSEEVEKEVGQAEGKLITHRSAFSRASVIQAFLGSAPQLTLQLYITVLEQNITTGRCFIMTLSLLSIVYGALRCNILAIKIKYDEYEVKVKPLAYVCIFLWRSFEIATRVIVLVLFTSVLKIWVVAVILVNFFSFFLYPWIVFWCSGSPFPENIEKALSRVGTTIVLCFLTLLYAGINMFCWSAVQL.... Result: 1 (interaction). (6) The miRNA is hsa-miR-6822-3p with sequence AGGCUCUAACUGGCUUUCCCUGCA. The protein sequence of the target gene is MISWEVVHTVFLFALLYSSLAQDASPQSEIRAEEIPEGASTLAFVFDVTGSMYDDLVQVIEGASKILETSLKRPKRPLFNFALVPFHDPEIGPVTITTDPKKFQYELRELYVQGGGDCPEMSIGAIKIALEISLPGSFIYVFTDARSKDYRLTHEVLQLIQQKQSQVVFVLTGDCDDRTHIGYKVYEEIASTSSGQVFHLDKKQVNEVLKWVEEAVQASKVHLLSTDHLEQAVNTWRIPFDPSLKEVTVSLSGPSPMIEIRNPLGKLIKKGFGLHELLNIHNSAKVVNVKEPEAGMWTVK.... Result: 0 (no interaction). (7) The miRNA is hsa-miR-6885-5p with sequence AGGGGGGCACUGCGCAAGCAAAGCC. The protein sequence of the target gene is MPEINTSHLDEKQVQLLAEMCILIDENDNKIGADTKKNCHLNENIDKGLLHRAFSVFLFNTENKLLLQQRSDAKITFPGCFTNSCCSHPLSNPGELEENNAIGVKRAAKRRLKAELGIPLEEVDLNEMDYLTRIYYKAQSDGIWGEHEVDYILFLRKNVTLNPDPNEIKSYCYVSKEEVREILKKAASGEIKLTPWFKIIADTFLFKWWDNLNHLSPFVDHEKIHRL. Result: 0 (no interaction).